From a dataset of Reaction yield outcomes from USPTO patents with 853,638 reactions. Predict the reaction yield, written as a fraction of the theoretical maximum amount of product (1.0 means a 100% yield; for example, 0.34 means a 34% yield). (1) The reactants are [C:1]1([C:7]2[N:12]=[C:11]([CH:13]([C:15]3[CH:20]=[CH:19][CH:18]=[C:17]([C:21]4[CH:26]=[CH:25][CH:24]=[CH:23][CH:22]=4)[N:16]=3)[OH:14])[CH:10]=[CH:9][CH:8]=2)[CH:6]=[CH:5][CH:4]=[CH:3][CH:2]=1. The catalyst is [O-2].[Mn+4].[O-2].ClCCl. The product is [C:13]([C:11]1[CH:10]=[CH:9][CH:8]=[C:7]([C:1]2[CH:6]=[CH:5][CH:4]=[CH:3][CH:2]=2)[N:12]=1)([C:15]1[CH:20]=[CH:19][CH:18]=[C:17]([C:21]2[CH:26]=[CH:25][CH:24]=[CH:23][CH:22]=2)[N:16]=1)=[O:14]. The yield is 0.927. (2) The reactants are [CH:1]([NH2:4])([CH3:3])[CH3:2].CCN(C(C)C)C(C)C.[CH3:14][C:15]([C:19]1[N:23]([CH2:24][CH:25]2[CH2:30][CH2:29][O:28][CH2:27][CH2:26]2)[C:22]2[CH:31]=[CH:32][C:33]([S:35]([N:38]3[CH:42]=[C:41]([C:43](O)=[O:44])[CH:40]=[N:39]3)(=[O:37])=[O:36])=[CH:34][C:21]=2[N:20]=1)([CH3:18])[CH2:16][CH3:17].CN(C(ON1N=NC2C=CC=NC1=2)=[N+](C)C)C.F[P-](F)(F)(F)(F)F. The catalyst is CN(C=O)C. The product is [CH3:14][C:15]([C:19]1[N:23]([CH2:24][CH:25]2[CH2:30][CH2:29][O:28][CH2:27][CH2:26]2)[C:22]2[CH:31]=[CH:32][C:33]([S:35]([N:38]3[CH:42]=[C:41]([C:43]([NH:4][CH:1]([CH3:3])[CH3:2])=[O:44])[CH:40]=[N:39]3)(=[O:37])=[O:36])=[CH:34][C:21]=2[N:20]=1)([CH3:18])[CH2:16][CH3:17]. The yield is 0.740. (3) The reactants are [S:1]1[C:5]([NH:6][C:7](=[O:14])OCC(Cl)(Cl)Cl)=[CH:4][N:3]=[N:2]1.[C:15]1([C:21]2[N:22]=[C:23]([N:26]3[CH2:31][CH2:30][NH:29][CH2:28][CH2:27]3)[S:24][CH:25]=2)[CH:20]=[CH:19][CH:18]=[CH:17][CH:16]=1.C(N(C(C)C)CC)(C)C.O. The catalyst is CS(C)=O. The product is [C:15]1([C:21]2[N:22]=[C:23]([N:26]3[CH2:31][CH2:30][N:29]([C:7]([NH:6][C:5]4[S:1][N:2]=[N:3][CH:4]=4)=[O:14])[CH2:28][CH2:27]3)[S:24][CH:25]=2)[CH:16]=[CH:17][CH:18]=[CH:19][CH:20]=1. The yield is 0.684. (4) The reactants are Cl[C:2]1[C:11]2[C:6](=[CH:7][CH:8]=[N:9][CH:10]=2)[C:5](=[O:12])[N:4]([CH3:13])[CH:3]=1.[CH2:14]([S:16]([NH:19][C:20]1[CH:21]=[C:22](B(O)O)[CH:23]=[CH:24][CH:25]=1)(=[O:18])=[O:17])[CH3:15].[O-]P([O-])([O-])=O.[K+].[K+].[K+]. The catalyst is O1CCOCC1.O.C1C=CC(P(C2C=CC=CC=2)[C-]2C=CC=C2)=CC=1.C1C=CC(P(C2C=CC=CC=2)[C-]2C=CC=C2)=CC=1.Cl[Pd]Cl.[Fe+2]. The product is [CH3:13][N:4]1[CH:3]=[C:2]([C:24]2[CH:25]=[C:20]([NH:19][S:16]([CH2:14][CH3:15])(=[O:17])=[O:18])[CH:21]=[CH:22][CH:23]=2)[C:11]2[C:6](=[CH:7][CH:8]=[N:9][CH:10]=2)[C:5]1=[O:12]. The yield is 0.0680. (5) The reactants are C1COCC1.[BH4-].[Na+].[OH:8][C@@:9]([C:41]1[CH:50]=[CH:49][C:48]2[C:43](=[CH:44][CH:45]=[C:46]([C:51]([NH:53][CH3:54])=[O:52])[CH:47]=2)[CH:42]=1)([C:17]1[N:18]=[CH:19][N:20]([C:22]([C:35]2[CH:40]=[CH:39][CH:38]=[CH:37][CH:36]=2)([C:29]2[CH:34]=[CH:33][CH:32]=[CH:31][CH:30]=2)[C:23]2[CH:28]=[CH:27][CH:26]=[CH:25][CH:24]=2)[CH:21]=1)[CH2:10][C:11](OC(C)C)=[O:12].[Cl-].[NH4+]. The catalyst is [Cl-].[Zn+2].[Cl-].C(OCC)(=O)C.O. The product is [OH:8][C:9]([C:41]1[CH:42]=[C:43]2[C:48](=[CH:49][CH:50]=1)[CH:47]=[C:46]([C:51]([NH:53][CH3:54])=[O:52])[CH:45]=[CH:44]2)([C:17]1[N:18]=[CH:19][N:20]([C:22]([C:29]2[CH:34]=[CH:33][CH:32]=[CH:31][CH:30]=2)([C:35]2[CH:36]=[CH:37][CH:38]=[CH:39][CH:40]=2)[C:23]2[CH:28]=[CH:27][CH:26]=[CH:25][CH:24]=2)[CH:21]=1)[CH2:10][CH2:11][OH:12]. The yield is 0.760.